From a dataset of Catalyst prediction with 721,799 reactions and 888 catalyst types from USPTO. Predict which catalyst facilitates the given reaction. (1) Reactant: [O:1]=[C:2]1[C:7]2[CH:8]=[CH:9][CH:10]=[CH:11][C:6]=2[S:5][C:4]([C:12]2[N:17]=[C:16]([S:18]([CH2:21][C:22]([O:24]C(C)(C)C)=[O:23])(=[O:20])=[O:19])[CH:15]=[CH:14][CH:13]=2)=[N:3]1.C(OC(C)C)(C)C. Product: [O:1]=[C:2]1[C:7]2[CH:8]=[CH:9][CH:10]=[CH:11][C:6]=2[S:5][C:4]([C:12]2[N:17]=[C:16]([S:18]([CH2:21][C:22]([OH:24])=[O:23])(=[O:20])=[O:19])[CH:15]=[CH:14][CH:13]=2)=[N:3]1. The catalyst class is: 55. (2) Reactant: Br[C:2]1[CH:23]=[CH:22][C:21]([Br:24])=[CH:20][C:3]=1[C:4]([C:6](=[CH:12][NH:13][C@@H:14]([CH:17]([CH3:19])[CH3:18])[CH2:15][OH:16])[C:7]([O:9][CH2:10][CH3:11])=[O:8])=[O:5].[Cl-].[K+].C[Si](C)(C)N=C(O[Si](C)(C)C)C.Cl.N1C=CN=C1.[C:45]([Si:49](Cl)([CH3:51])[CH3:50])([CH3:48])([CH3:47])[CH3:46]. Product: [Br:24][C:21]1[CH:20]=[C:3]2[C:2](=[CH:23][CH:22]=1)[N:13]([C@@H:14]([CH:17]([CH3:19])[CH3:18])[CH2:15][O:16][Si:49]([C:45]([CH3:48])([CH3:47])[CH3:46])([CH3:51])[CH3:50])[CH:12]=[C:6]([C:7]([O:9][CH2:10][CH3:11])=[O:8])[C:4]2=[O:5]. The catalyst class is: 3. (3) Reactant: C([O:3][C:4]([C@@H:6]1[C@@H:8]([C:9](=[O:24])[N:10]([CH2:17][C:18]2[CH:23]=[CH:22][CH:21]=[CH:20][CH:19]=2)[C:11]2[CH:16]=[CH:15][CH:14]=[CH:13][CH:12]=2)[O:7]1)=[O:5])C.[OH-].[K+]. Product: [CH2:17]([N:10]([C:11]1[CH:16]=[CH:15][CH:14]=[CH:13][CH:12]=1)[C:9]([C@H:8]1[O:7][C@@H:6]1[C:4]([OH:5])=[O:3])=[O:24])[C:18]1[CH:19]=[CH:20][CH:21]=[CH:22][CH:23]=1. The catalyst class is: 8. (4) Reactant: [C:1]1([C:7]([C:9]2[NH:10][C:11]([C:14]3[CH:19]=[CH:18][CH:17]=[CH:16][CH:15]=3)=[CH:12][CH:13]=2)=O)[CH:6]=[CH:5][CH:4]=[CH:3][CH:2]=1.[BH4-].[Na+].O. Product: [CH2:7]([C:9]1[NH:10][C:11]([C:14]2[CH:19]=[CH:18][CH:17]=[CH:16][CH:15]=2)=[CH:12][CH:13]=1)[C:1]1[CH:2]=[CH:3][CH:4]=[CH:5][CH:6]=1. The catalyst class is: 41. (5) Reactant: [CH2:1]([C:5]1[CH:6]=[C:7]2[C:12](=[C:13]([O:15][C@@H:16]3[CH2:20][CH2:19][NH:18][CH2:17]3)[CH:14]=1)[N:11]=[CH:10][CH:9]=[CH:8]2)[CH2:2][CH2:3][CH3:4].[CH3:21][C:22]([S:25]([CH2:28][CH2:29][CH2:30]Br)(=[O:27])=[O:26])([CH3:24])[CH3:23].CC(S(CCC[Cl:42])(=O)=O)(C)C.[I-].[Na+].C(=O)([O-])[O-].[K+].[K+].[ClH:51]. Product: [ClH:42].[ClH:51].[CH2:1]([C:5]1[CH:6]=[C:7]2[C:12](=[C:13]([O:15][C@@H:16]3[CH2:20][CH2:19][N:18]([CH2:30][CH2:29][CH2:28][S:25]([C:22]([CH3:24])([CH3:23])[CH3:21])(=[O:27])=[O:26])[CH2:17]3)[CH:14]=1)[N:11]=[CH:10][CH:9]=[CH:8]2)[CH2:2][CH2:3][CH3:4]. The catalyst class is: 121. (6) Reactant: [CH2:1]([C@:3]1([OH:22])[C:15]2[CH:14]=[C:13]3[N:9]([CH2:10][CH2:11][C:12]43OCC[O:16]4)[C:8](=[O:20])[C:7]=2[CH2:6][O:5][C:4]1=[O:21])[CH3:2].FC(F)(F)C(O)=O. Product: [CH2:1]([C@:3]1([OH:22])[C:15]2[CH:14]=[C:13]3[N:9]([CH2:10][CH2:11][C:12]3=[O:16])[C:8](=[O:20])[C:7]=2[CH2:6][O:5][C:4]1=[O:21])[CH3:2]. The catalyst class is: 6. (7) Reactant: [Br:1][C:2]1[CH:10]=[C:9]([F:11])[C:8]([F:12])=[CH:7][C:3]=1[C:4]([OH:6])=[O:5].[C:13](Cl)(=O)C(Cl)=O.ClCCl. Product: [Br:1][C:2]1[CH:10]=[C:9]([F:11])[C:8]([F:12])=[CH:7][C:3]=1[C:4]([O:6][CH3:13])=[O:5]. The catalyst class is: 405.